Task: Binary Classification. Given a miRNA mature sequence and a target amino acid sequence, predict their likelihood of interaction.. Dataset: Experimentally validated miRNA-target interactions with 360,000+ pairs, plus equal number of negative samples The miRNA is hsa-miR-9500 with sequence AAGGGAAGAUGGUGACCAC. The protein sequence of the target gene is MRKSPGLSDCLWAWILLLSTLTGRSYGQPSLQDELKDNTTVFTRILDRLLDGYDNRLRPGLGERVTEVKTDIFVTSFGPVSDHDMEYTIDVFFRQSWKDERLKFKGPMTVLRLNNLMASKIWTPDTFFHNGKKSVAHNMTMPNKLLRITEDGTLLYTMRLTVRAECPMHLEDFPMDAHACPLKFGSYAYTRAEVVYEWTREPARSVVVAEDGSRLNQYDLLGQTVDSGIVQSSTGEYVVMTTHFHLKRKIGYFVIQTYLPCIMTVILSQVSFWLNRESVPARTVFGVTTVLTMTTLSISA.... Result: 0 (no interaction).